This data is from Full USPTO retrosynthesis dataset with 1.9M reactions from patents (1976-2016). The task is: Predict the reactants needed to synthesize the given product. (1) Given the product [C:1]([O:5][C:6]([N:8]1[C:16]2[C:11](=[CH:12][C:13]([OH:17])=[CH:14][CH:15]=2)[CH:10]=[C:9]1[C:25]1[C:26]2[S:39][CH:38]=[CH:37][C:27]=2[N:28]([C:30]([O:32][C:33]([CH3:36])([CH3:35])[CH3:34])=[O:31])[N:29]=1)=[O:7])([CH3:4])([CH3:2])[CH3:3], predict the reactants needed to synthesize it. The reactants are: [C:1]([O:5][C:6]([N:8]1[C:16]2[C:11](=[CH:12][C:13]([O:17][Si](C(C)(C)C)(C)C)=[CH:14][CH:15]=2)[CH:10]=[C:9]1[C:25]1[C:26]2[S:39][CH:38]=[CH:37][C:27]=2[N:28]([C:30]([O:32][C:33]([CH3:36])([CH3:35])[CH3:34])=[O:31])[N:29]=1)=[O:7])([CH3:4])([CH3:3])[CH3:2].CCCC[N+](CCCC)(CCCC)CCCC.[F-]. (2) Given the product [Cl:13][C:11]1[CH:10]=[C:9]([CH3:14])[C:7]2[NH:8][C:4]([S:3][C:18]3[O:22][C:21]([CH:23]=[O:24])=[CH:20][CH:19]=3)=[N:5][C:6]=2[CH:12]=1, predict the reactants needed to synthesize it. The reactants are: [H-].[Na+].[SH:3][C:4]1[NH:8][C:7]2[C:9]([CH3:14])=[CH:10][C:11]([Cl:13])=[CH:12][C:6]=2[N:5]=1.[N+]([C:18]1[O:22][C:21]([CH:23]=[O:24])=[CH:20][CH:19]=1)([O-])=O.